Dataset: Forward reaction prediction with 1.9M reactions from USPTO patents (1976-2016). Task: Predict the product of the given reaction. Given the reactants BrCC[N:4]1[C:8](=[O:9])[C:7]2=[CH:10][CH:11]=[CH:12][CH:13]=[C:6]2[C:5]1=[O:14].C(NCC1C=CC=CC=1)C.C(=O)([O-])[O-].[K+].[K+].Cl, predict the reaction product. The product is: [C:8]1(=[O:9])[NH:4][C:5](=[O:14])[C:6]2=[CH:13][CH:12]=[CH:11][CH:10]=[C:7]12.